This data is from Reaction yield outcomes from USPTO patents with 853,638 reactions. The task is: Predict the reaction yield, written as a fraction of the theoretical maximum amount of product (1.0 means a 100% yield; for example, 0.34 means a 34% yield). (1) The reactants are C([NH:8][CH:9]1[CH2:18][CH2:17][C:12]2([O:16][CH2:15][CH2:14][O:13]2)[CH2:11][CH2:10]1)C1C=CC=CC=1.C(Cl)Cl. The catalyst is CO.[OH-].[Pd+2].[OH-]. The product is [O:13]1[C:12]2([CH2:17][CH2:18][CH:9]([NH2:8])[CH2:10][CH2:11]2)[O:16][CH2:15][CH2:14]1. The yield is 1.10. (2) The reactants are [CH3:1][O:2][C:3]1[CH:8]=[CH:7][CH:6]=[CH:5][C:4]=1Cl.P. The catalyst is CC(C)=O.C(Cl)C=CC1C=CC=CC=1.[Pd]. The product is [CH3:1][O:2][C:3]1[CH:8]=[CH:7][CH:6]=[CH:5][C:4]=1[CH2:4][C:3](=[O:2])[CH3:8]. The yield is 0.890. (3) The reactants are [NH2:1][C:2]1[N:7]=[N:6][C:5]([N:8]2[CH2:13][CH2:12][N:11]([C:14]([C:16]3[CH:21]=[CH:20][CH:19]=[CH:18][C:17]=3[C:22]([F:25])([F:24])[F:23])=[O:15])[CH2:10][CH2:9]2)=[CH:4][CH:3]=1.[C:26]([N:33]1[CH:37]=[CH:36]N=C1)(N1C=CN=C1)=[O:27].[CH:38]1([CH2:41]CCN)[CH2:40][CH2:39]1. The catalyst is ClCCl. The product is [CH:38]1([CH2:41][CH2:36][CH2:37][NH:33][C:26]([NH:1][C:2]2[N:7]=[N:6][C:5]([N:8]3[CH2:9][CH2:10][N:11]([C:14](=[O:15])[C:16]4[CH:21]=[CH:20][CH:19]=[CH:18][C:17]=4[C:22]([F:25])([F:24])[F:23])[CH2:12][CH2:13]3)=[CH:4][CH:3]=2)=[O:27])[CH2:40][CH2:39]1. The yield is 0.0850. (4) The reactants are [Cl:1][C:2]1[C:11]([O:12][CH2:13][C:14]2[CH:19]=[CH:18][C:17]([O:20][CH3:21])=[CH:16][CH:15]=2)=[C:10]([O:22][CH2:23][C:24]2[CH:29]=[CH:28][C:27]([O:30][CH3:31])=[CH:26][CH:25]=2)[CH:9]=[C:8]2[C:3]=1[C:4](=[O:37])[C:5]([C:34](O)=[O:35])=[N:6][N:7]2[CH2:32][CH3:33].C(N(CC)CC)C.ClC(OCC(C)C)=O.[N:53]1([CH2:58][CH2:59][NH2:60])[CH2:57][CH2:56][CH2:55][CH2:54]1. The catalyst is O1CCCC1. The product is [Cl:1][C:2]1[C:11]([O:12][CH2:13][C:14]2[CH:19]=[CH:18][C:17]([O:20][CH3:21])=[CH:16][CH:15]=2)=[C:10]([O:22][CH2:23][C:24]2[CH:29]=[CH:28][C:27]([O:30][CH3:31])=[CH:26][CH:25]=2)[CH:9]=[C:8]2[C:3]=1[C:4](=[O:37])[C:5]([C:34]([NH:60][CH2:59][CH2:58][N:53]1[CH2:57][CH2:56][CH2:55][CH2:54]1)=[O:35])=[N:6][N:7]2[CH2:32][CH3:33]. The yield is 0.338. (5) The reactants are [CH:1]1([CH:6]([C:8]2[CH:12]=[C:11]([C:13]3[CH:18]=[CH:17][CH:16]=[CH:15][CH:14]=3)[O:10][C:9]=2[CH3:19])O)[CH2:5][CH2:4][CH2:3][CH2:2]1.S(Cl)([Cl:22])=O. The catalyst is C1(C)C=CC=CC=1. The product is [Cl:22][CH:6]([CH:1]1[CH2:5][CH2:4][CH2:3][CH2:2]1)[C:8]1[CH:12]=[C:11]([C:13]2[CH:18]=[CH:17][CH:16]=[CH:15][CH:14]=2)[O:10][C:9]=1[CH3:19]. The yield is 1.00. (6) The reactants are CC([N:5]([C@@H:9]([CH2:13][C:14]1[CH:19]=[CH:18][C:17]([C:20]2[N:21]=[C:22]3[C:27]([CH:28]([OH:30])[CH3:29])=[CH:26][CH:25]=[CH:24][N:23]3[CH:31]=2)=[CH:16][CH:15]=1)[CH2:10][CH2:11][OH:12])[C:6](=[O:8])[O-])(C)C.Cl.O1CCOCC1.C(N(CC)C(C)C)(C)C.[Cl:48][C:49]1[CH:50]=[C:51]([CH:66]=[CH:67][C:68]=1[O:69][CH:70]([CH3:72])[CH3:71])C(OC1C(F)=C(F)C(F)=C(F)C=1F)=O. The catalyst is O. The product is [Cl:48][C:49]1[CH:50]=[C:51]([CH:66]=[CH:67][C:68]=1[O:69][CH:70]([CH3:72])[CH3:71])[C:6]([NH:5][C@@H:9]([CH2:13][C:14]1[CH:19]=[CH:18][C:17]([C:20]2[N:21]=[C:22]3[C:27]([CH:28]([OH:30])[CH3:29])=[CH:26][CH:25]=[CH:24][N:23]3[CH:31]=2)=[CH:16][CH:15]=1)[CH2:10][CH2:11][OH:12])=[O:8]. The yield is 0.530.